This data is from Catalyst prediction with 721,799 reactions and 888 catalyst types from USPTO. The task is: Predict which catalyst facilitates the given reaction. (1) Reactant: C(Cl)(=O)C(Cl)=O.[Br:7][C:8]1[CH:16]=[CH:15][C:14]([I:17])=[CH:13][C:9]=1[C:10](O)=[O:11].CN(C=O)C. Product: [Br:7][C:8]1[CH:16]=[CH:15][C:14]([I:17])=[CH:13][C:9]=1[CH2:10][OH:11]. The catalyst class is: 2. (2) Reactant: [CH:1]1([CH:4]([C:11]2[CH:16]=[CH:15][CH:14]=[C:13]([O:17][CH2:18][CH:19]3[CH2:24][CH2:23][N:22]([C:25]4[CH:30]=[C:29]([O:31][CH3:32])[CH:28]=[CH:27][C:26]=4[C:33](=[O:42])[NH:34][C:35]4[CH:40]=[CH:39][CH:38]=[C:37]([CH3:41])[N:36]=4)[CH2:21][CH2:20]3)[CH:12]=2)[CH2:5][C:6]([O:8][CH2:9][CH3:10])=[O:7])[CH2:3][CH2:2]1.I[CH3:44].[H-].[Na+].O. Product: [CH:1]1([CH:4]([C:11]2[CH:16]=[CH:15][CH:14]=[C:13]([O:17][CH2:18][CH:19]3[CH2:24][CH2:23][N:22]([C:25]4[CH:30]=[C:29]([O:31][CH3:32])[CH:28]=[CH:27][C:26]=4[C:33](=[O:42])[N:34]([CH3:44])[C:35]4[CH:40]=[CH:39][CH:38]=[C:37]([CH3:41])[N:36]=4)[CH2:21][CH2:20]3)[CH:12]=2)[CH2:5][C:6]([O:8][CH2:9][CH3:10])=[O:7])[CH2:3][CH2:2]1. The catalyst class is: 3. (3) Reactant: C([O:4][C@H:5]1[C@@H:28]([O:29]C(=O)C)[C@H:27]([O:33]C(=O)C)[C@@H:26]([CH2:37][O:38]C(=O)C)[O:25][C@@H:6]1[O:7][C:8]1[CH:13]=[CH:12][C:11]([C:14]2[CH:15]=[C:16]3[N:22]=[CH:21][N:20]([CH3:23])[C:17]3=[N:18][CH:19]=2)=[CH:10][C:9]=1[Cl:24])(=O)C. Product: [O:7]([C:8]1[CH:13]=[CH:12][C:11]([C:14]2[CH:15]=[C:16]3[N:22]=[CH:21][N:20]([CH3:23])[C:17]3=[N:18][CH:19]=2)=[CH:10][C:9]=1[Cl:24])[C@H:6]1[O:25][C@H:26]([CH2:37][OH:38])[C@@H:27]([OH:33])[C@H:28]([OH:29])[C@@H:5]1[OH:4]. The catalyst class is: 5.